Dataset: Forward reaction prediction with 1.9M reactions from USPTO patents (1976-2016). Task: Predict the product of the given reaction. (1) Given the reactants [CH3:1][N:2]1[CH:6]=[C:5]([C:7]2[CH:12]=[C:11]([O:13][C:14]3[CH:15]=[CH:16][C:17]([NH2:20])=[N:18][CH:19]=3)[CH:10]=[CH:9][N:8]=2)[CH:4]=[N:3]1.N1C=CC=CC=1.[O:27]=[C:28]1[N:32]([CH:33]2[CH2:38][CH2:37][O:36][CH2:35][CH2:34]2)[CH2:31][CH2:30][N:29]1[C:39](Cl)=[O:40], predict the reaction product. The product is: [CH3:1][N:2]1[CH:6]=[C:5]([C:7]2[CH:12]=[C:11]([O:13][C:14]3[CH:15]=[CH:16][C:17]([NH:20][C:39]([N:29]4[CH2:30][CH2:31][N:32]([CH:33]5[CH2:38][CH2:37][O:36][CH2:35][CH2:34]5)[C:28]4=[O:27])=[O:40])=[N:18][CH:19]=3)[CH:10]=[CH:9][N:8]=2)[CH:4]=[N:3]1. (2) Given the reactants C[Al](C)C.Cl.[CH3:6][NH2:7].CCO[C:11]([C:13]1[N:14](C(OC(C)(C)C)=O)[C:15]2[C:20]([CH:21]=1)=[CH:19][C:18]([C:22]1([CH2:34][C:35]3[CH:40]=[CH:39][CH:38]=[CH:37][CH:36]=3)[CH2:26][CH2:25][N:24]([CH2:27][C:28]3[CH:33]=[CH:32][CH:31]=[CH:30][CH:29]=3)[CH2:23]1)=[CH:17][CH:16]=2)=[O:12], predict the reaction product. The product is: [CH3:6][NH:7][C:11]([C:13]1[NH:14][C:15]2[C:20]([CH:21]=1)=[CH:19][C:18]([C:22]1([CH2:34][C:35]3[CH:36]=[CH:37][CH:38]=[CH:39][CH:40]=3)[CH2:26][CH2:25][N:24]([CH2:27][C:28]3[CH:33]=[CH:32][CH:31]=[CH:30][CH:29]=3)[CH2:23]1)=[CH:17][CH:16]=2)=[O:12]. (3) Given the reactants [ClH:1].[I:2][C:3]1[C:4]([CH3:10])=[CH:5][C:6](N)=[N:7][CH:8]=1.N([O-])=O.[Na+], predict the reaction product. The product is: [Cl:1][C:6]1[CH:5]=[C:4]([CH3:10])[C:3]([I:2])=[CH:8][N:7]=1. (4) Given the reactants C([O:3][CH:4](OCC)[C:5]1[N:6]=[C:7]([C:17]2[C:21]([NH:22][C:23](=[O:32])[C:24]3[C:29]([F:30])=[CH:28][CH:27]=[CH:26][C:25]=3[F:31])=[CH:20][N:19]([CH2:33][C:34]3[CH:39]=[CH:38][C:37]([O:40][CH3:41])=[CH:36][CH:35]=3)[N:18]=2)[NH:8][C:9]=1[C:10]1[CH:15]=[CH:14][C:13]([F:16])=[CH:12][CH:11]=1)C.C1(C)C(S(O)(=O)=O)=CC=CC=1, predict the reaction product. The product is: [F:30][C:29]1[CH:28]=[CH:27][CH:26]=[C:25]([F:31])[C:24]=1[C:23]([NH:22][C:21]1[C:17]([C:7]2[NH:8][C:9]([C:10]3[CH:15]=[CH:14][C:13]([F:16])=[CH:12][CH:11]=3)=[C:5]([CH:4]=[O:3])[N:6]=2)=[N:18][N:19]([CH2:33][C:34]2[CH:35]=[CH:36][C:37]([O:40][CH3:41])=[CH:38][CH:39]=2)[CH:20]=1)=[O:32]. (5) The product is: [F:1][C:2]1[CH:3]=[CH:4][C:5]([O:32][CH3:33])=[C:6]([C:8]2[CH:13]=[CH:12][C:11]([CH2:14][NH:15][S:16]([C:19]3[CH:20]=[CH:21][C:22]([F:34])=[CH:23][CH:24]=3)(=[O:17])=[O:18])=[C:10]([O:30][CH3:31])[CH:9]=2)[CH:7]=1. Given the reactants [F:1][C:2]1[CH:3]=[CH:4][C:5]([O:32][CH3:33])=[C:6]([C:8]2[CH:13]=[CH:12][C:11]([CH2:14][NH:15][S:16]([C:19]3[CH:24]=[CH:23][C:22](OC(F)(F)F)=[CH:21][CH:20]=3)(=[O:18])=[O:17])=[C:10]([O:30][CH3:31])[CH:9]=2)[CH:7]=1.[F:34]C1C=CC(S(Cl)(=O)=O)=CC=1.FC1C=CC(OC)=C(C2C=CC(CN)=C(OC)C=2)C=1, predict the reaction product. (6) Given the reactants [CH:1]1([CH2:4][CH2:5][C:6]2([CH3:38])[C:15]3[C:10](=[CH:11][CH:12]=[CH:13][CH:14]=3)[C:9]([OH:16])=[C:8]([C:17]3[NH:22][C:21]4[CH:23]=[CH:24][C:25]([NH:27]C(=O)OC(C)(C)C)=[CH:26][C:20]=4[S:19](=[O:36])(=[O:35])[N:18]=3)[C:7]2=[O:37])[CH2:3][CH2:2]1.FC(F)(F)C(O)=O, predict the reaction product. The product is: [NH2:27][C:25]1[CH:24]=[CH:23][C:21]2[NH:22][C:17]([C:8]3[C:7](=[O:37])[C:6]([CH2:5][CH2:4][CH:1]4[CH2:3][CH2:2]4)([CH3:38])[C:15]4[C:10]([C:9]=3[OH:16])=[CH:11][CH:12]=[CH:13][CH:14]=4)=[N:18][S:19](=[O:36])(=[O:35])[C:20]=2[CH:26]=1. (7) Given the reactants [CH3:1][O:2][C:3]1[CH:4]=[C:5]([CH:7]=[CH:8][C:9]=1[N:10]1[CH:14]=[C:13]([CH3:15])[N:12]=[CH:11]1)[NH2:6].Cl[C:17]1[CH:18]=[CH:19][C:20]2[CH2:21][N:22]([CH3:34])[CH2:23][CH:24]([C:28]3[CH:29]=[N:30][CH:31]=[CH:32][CH:33]=3)[O:25][C:26]=2[N:27]=1, predict the reaction product. The product is: [CH3:1][O:2][C:3]1[CH:4]=[C:5]([NH:6][C:17]2[CH:18]=[CH:19][C:20]3[CH2:21][N:22]([CH3:34])[CH2:23][CH:24]([C:28]4[CH:29]=[N:30][CH:31]=[CH:32][CH:33]=4)[O:25][C:26]=3[N:27]=2)[CH:7]=[CH:8][C:9]=1[N:10]1[CH:14]=[C:13]([CH3:15])[N:12]=[CH:11]1.